This data is from Full USPTO retrosynthesis dataset with 1.9M reactions from patents (1976-2016). The task is: Predict the reactants needed to synthesize the given product. (1) Given the product [CH3:6][C:7]1[N:12]=[CH:11][C:10]([C@H:13]([NH:22][S:20]([C:17]([CH3:19])([CH3:18])[CH3:16])=[O:21])[CH3:14])=[CH:9][CH:8]=1, predict the reactants needed to synthesize it. The reactants are: C1COCC1.[CH3:6][C:7]1[N:12]=[CH:11][C:10]([C:13](=O)[CH3:14])=[CH:9][CH:8]=1.[CH3:16][C:17]([S@:20]([NH-:22])=[O:21])([CH3:19])[CH3:18].[BH4-].[Na+]. (2) Given the product [CH3:21][N:22]1[CH2:27][CH2:26][N:25]([CH2:19][CH:16]2[CH2:17][CH2:18][N:13]([C:10]3[CH:11]=[CH:12][C:7]([CH2:6][N:1]4[CH2:5][CH2:4][CH2:3][CH2:2]4)=[CH:8][CH:9]=3)[CH2:14][CH2:15]2)[CH2:24][CH2:23]1, predict the reactants needed to synthesize it. The reactants are: [N:1]1([CH2:6][C:7]2[CH:12]=[CH:11][C:10]([N:13]3[CH2:18][CH2:17][CH:16]([CH:19]=O)[CH2:15][CH2:14]3)=[CH:9][CH:8]=2)[CH2:5][CH2:4][CH2:3][CH2:2]1.[CH3:21][N:22]1[CH2:27][CH2:26][NH:25][CH2:24][CH2:23]1. (3) Given the product [CH3:18][O:17][C:16]1[CH:15]=[CH:14][C:13]([C:19]2[CH:28]=[CH:27][C:26]3[CH:25]=[C:24]([C:37]([OH:39])=[O:38])[CH:23]=[CH:22][C:21]=3[CH:20]=2)=[CH:12][C:11]=1[C:1]12[CH2:2][CH:3]3[CH2:9][CH:7]([CH2:6][CH:5]([CH2:4]3)[CH2:10]1)[CH2:8]2, predict the reactants needed to synthesize it. The reactants are: [C:1]12([C:11]3[CH:12]=[C:13]([C:19]4[CH:20]=[C:21]5[C:26](=[CH:27][CH:28]=4)[CH:25]=[C:24](Br)[CH:23]=[CH:22]5)[CH:14]=[CH:15][C:16]=3[O:17][CH3:18])[CH2:10][CH:5]3[CH2:6][CH:7]([CH2:9][CH:3]([CH2:4]3)[CH2:2]1)[CH2:8]2.[H-].[Na+].[Li]C(C)(C)C.[C:37](=[O:39])=[O:38]. (4) Given the product [F:17][C:16]([F:19])([F:18])[C:13]1[N:12]=[N:11][C:10]([CH2:9][O:8][C:6]2[CH:5]=[CH:4][NH:3][C:2](=[O:22])[CH:7]=2)=[CH:15][CH:14]=1, predict the reactants needed to synthesize it. The reactants are: Cl[C:2]1[CH:7]=[C:6]([O:8][CH2:9][C:10]2[N:11]=[N:12][C:13]([C:16]([F:19])([F:18])[F:17])=[CH:14][CH:15]=2)[CH:5]=[CH:4][N:3]=1.C([O-])(=[O:22])C.[NH4+]. (5) Given the product [CH:1]1([C@H:5]([NH:7][C:8]2[N:16]=[C:15]([C:17]#[N:18])[N:14]=[C:13]3[C:9]=2[N:10]([CH2:19][C:20]2[CH:21]=[CH:22][C:23]([C:26]([F:27])([F:28])[F:29])=[CH:24][CH:25]=2)[C:11]([C:31]2[CH:36]=[CH:35][CH:34]=[CH:33][N:32]=2)=[N:12]3)[CH3:6])[CH2:4][CH2:3][CH2:2]1, predict the reactants needed to synthesize it. The reactants are: [CH:1]1([C@H:5]([NH:7][C:8]2[N:16]=[C:15]([C:17]#[N:18])[N:14]=[C:13]3[C:9]=2[N:10]([CH2:19][C:20]2[CH:25]=[CH:24][C:23]([C:26]([F:29])([F:28])[F:27])=[CH:22][CH:21]=2)[CH:11]=[N:12]3)[CH3:6])[CH2:4][CH2:3][CH2:2]1.Br[C:31]1[CH:36]=[CH:35][CH:34]=[CH:33][N:32]=1.[F-].[Cs+].C(O)(=O)C(C)(C)C. (6) Given the product [CH3:11][O:12][CH2:13][CH2:14][C:15]1[NH:1][C:2]2[CH:3]=[C:4]([OH:10])[CH:5]=[C:6]([CH3:9])[C:7]=2[N:8]=1, predict the reactants needed to synthesize it. The reactants are: [NH2:1][C:2]1[CH:3]=[C:4]([OH:10])[CH:5]=[C:6]([CH3:9])[C:7]=1[NH2:8].[CH3:11][O:12][CH2:13][CH2:14][C:15](O)=O.[OH-].[Na+]. (7) Given the product [N:1]1[NH:2][C:17]2[CH:16]=[CH:15][CH:14]=[C:11]3[CH2:12][CH2:13][C:7]4=[C:6]([CH:18]=[O:19])[CH:5]=[CH:4][CH:3]=[C:8]4[C:9]=1[C:10]=23, predict the reactants needed to synthesize it. The reactants are: [N:1]1[NH:2][C:3]2[CH:4]=[CH:5][C:6]([CH2:18][OH:19])=[C:7]3[CH2:13][CH2:12][C:11]4[CH:14]=[CH:15][CH:16]=[CH:17][C:10]=4[C:9]=1[C:8]=23. (8) Given the product [F:35][C:36]([F:41])([F:40])[C:37]([OH:39])=[O:38].[CH2:24]([O:23][C:21](=[O:22])[NH:20][CH2:19][CH:17]1[O:16][C:15]2[CH:31]=[CH:32][C:12]([CH2:11][CH:10]([NH:7][CH2:8][CH3:9])[CH3:33])=[CH:13][C:14]=2[O:18]1)[C:25]1[CH:26]=[CH:27][CH:28]=[CH:29][CH:30]=1, predict the reactants needed to synthesize it. The reactants are: C(OC(=O)[N:7]([CH:10]([CH3:33])[CH2:11][C:12]1[CH:32]=[CH:31][C:15]2[O:16][CH:17]([CH2:19][NH:20][C:21]([O:23][CH2:24][C:25]3[CH:30]=[CH:29][CH:28]=[CH:27][CH:26]=3)=[O:22])[O:18][C:14]=2[CH:13]=1)[CH2:8][CH3:9])(C)(C)C.[F:35][C:36]([F:41])([F:40])[C:37]([OH:39])=[O:38]. (9) The reactants are: [CH3:1][Si](C=[N+]=[N-])(C)C.[C:8]([O:12][C:13]([N:15]1[CH2:22][C@@H:21]([OH:23])[CH2:20][C@@H:16]1[C:17]([OH:19])=[O:18])=[O:14])([CH3:11])([CH3:10])[CH3:9]. Given the product [OH:23][C@@H:21]1[CH2:22][N:15]([C:13]([O:12][C:8]([CH3:11])([CH3:9])[CH3:10])=[O:14])[C@@H:16]([C:17]([O:19][CH3:1])=[O:18])[CH2:20]1, predict the reactants needed to synthesize it. (10) Given the product [CH:15]1([C:16]2[N:6]=[C:4]([N:29]3[CH2:30][CH2:31][N:26]([C:23](=[O:25])[CH3:24])[CH2:27][CH2:28]3)[C:3]3[C:2](=[CH:10][CH:9]=[C:8]([O:11][CH3:12])[CH:7]=3)[N:1]=2)[CH2:19][CH2:20][CH2:21][CH2:22][CH2:14]1, predict the reactants needed to synthesize it. The reactants are: [NH2:1][C:2]1[CH:10]=[CH:9][C:8]([O:11][CH3:12])=[CH:7][C:3]=1[C:4]([NH2:6])=O.Cl[C:14]1[CH:22]=[CH:21][CH:20]=[CH:19][C:15]=1[C:16](Cl)=O.[C:23]([N:26]1[CH2:31][CH2:30][NH:29][CH2:28][CH2:27]1)(=[O:25])[CH3:24].